Dataset: Full USPTO retrosynthesis dataset with 1.9M reactions from patents (1976-2016). Task: Predict the reactants needed to synthesize the given product. Given the product [Br:18][C:9]1[CH:8]=[C:7]([CH:12]=[C:11]([O:13][CH2:14][CH:15]([CH3:17])[CH3:16])[CH:10]=1)[C:6]([OH:19])=[O:5], predict the reactants needed to synthesize it. The reactants are: C([O:5][C:6](=[O:19])[C:7]1[CH:12]=[C:11]([O:13][CH2:14][CH:15]([CH3:17])[CH3:16])[CH:10]=[C:9]([Br:18])[CH:8]=1)C(C)C.[OH-].[Na+].